This data is from Full USPTO retrosynthesis dataset with 1.9M reactions from patents (1976-2016). The task is: Predict the reactants needed to synthesize the given product. (1) Given the product [C:33]([NH:1][C:2]1[CH:3]=[CH:4][C:5]([F:25])=[C:6]([C:8]2[N:9]=[C:10]3[N:15]=[CH:14][C:13]([NH:16][C:17](=[O:23])[O:18][C:19]([CH3:21])([CH3:22])[CH3:20])=[CH:12][N:11]3[CH:24]=2)[CH:7]=1)(=[O:35])[CH3:34], predict the reactants needed to synthesize it. The reactants are: [NH2:1][C:2]1[CH:3]=[CH:4][C:5]([F:25])=[C:6]([C:8]2[N:9]=[C:10]3[N:15]=[CH:14][C:13]([NH:16][C:17](=[O:23])[O:18][C:19]([CH3:22])([CH3:21])[CH3:20])=[CH:12][N:11]3[CH:24]=2)[CH:7]=1.C(N(CC)CC)C.[C:33](OC(=O)C)(=[O:35])[CH3:34]. (2) Given the product [CH2:16]([C:7]1[CH:12]=[CH:11][CH:10]=[CH:9][C:8]=1[CH:13]=[O:14])[CH2:17][C:18]1[CH:23]=[CH:22][CH:21]=[CH:20][CH:19]=1, predict the reactants needed to synthesize it. The reactants are: C(Cl)(=O)C(Cl)=O.[C:7]1([CH2:16][CH2:17][C:18]2[CH:23]=[CH:22][CH:21]=[CH:20][CH:19]=2)[C:8]([C:13](O)=[O:14])=[CH:9][CH:10]=[CH:11][CH:12]=1.CN(C=O)C.Cl. (3) The reactants are: Cl[CH2:2][CH2:3][CH2:4][O:5][C:6]1[CH:7]=[C:8]([NH2:12])[CH:9]=[CH:10][CH:11]=1.[CH3:13][NH2:14]. Given the product [NH2:12][C:8]1[CH:7]=[C:6]([CH:11]=[CH:10][CH:9]=1)[O:5][CH2:4][CH2:3][CH2:2][NH:14][CH3:13], predict the reactants needed to synthesize it. (4) Given the product [Br:1][C:2]1[CH:27]=[N:26][C:5]2[N:6]=[C:7]([N:13]3[CH2:16][CH:15]([NH:17][CH3:18])[CH2:14]3)[C:8]3[N:9]([CH:10]=[CH:11][CH:12]=3)[C:4]=2[CH:3]=1, predict the reactants needed to synthesize it. The reactants are: [Br:1][C:2]1[CH:27]=[N:26][C:5]2[N:6]=[C:7]([N:13]3[CH2:16][CH:15]([N:17](C)[C:18](=O)OC(C)(C)C)[CH2:14]3)[C:8]3[N:9]([CH:10]=[CH:11][CH:12]=3)[C:4]=2[CH:3]=1.C(O)(C(F)(F)F)=O. (5) Given the product [F:19][C:2]([F:1])([F:18])[C:3]([N:5]1[CH2:9][CH2:8][CH:7]([C:10]2[CH:15]=[CH:14][CH:13]=[CH:12][C:11]=2[OH:16])[CH2:6]1)=[O:4], predict the reactants needed to synthesize it. The reactants are: [F:1][C:2]([F:19])([F:18])[C:3]([N:5]1[CH2:9][CH2:8][CH:7]([C:10]2[CH:15]=[CH:14][CH:13]=[CH:12][C:11]=2[O:16]C)[CH2:6]1)=[O:4].B(Br)(Br)Br.C([O-])(O)=O.[Na+]. (6) Given the product [CH:17]1[CH:16]=[CH:15][CH:14]=[C:13]2[C:18]=1[C:4]1[C:12](=[C:11]3[C:6]([N:5]=1)=[CH:7][CH:8]=[CH:9][CH2:10]3)[CH:3]=[N:2]2, predict the reactants needed to synthesize it. The reactants are: Cl[N:2]([C:13]1[CH:18]=[CH:17][CH:16]=[CH:15][CH:14]=1)[C:3]1[CH:4]=[N:5][C:6]2[C:11]([CH:12]=1)=[CH:10][CH:9]=[CH:8][CH:7]=2.C(O)(C(F)(F)F)=O.N. (7) Given the product [F:1][C:2]1[N:7]=[CH:6][C:5]([CH:8]2[O:27][C:50](=[O:52])[NH:47][CH:9]2[CH2:13][C:14]2[CH:19]=[CH:18][CH:17]=[C:16]([O:20][C:21]([F:25])([F:26])[CH:22]([F:23])[F:24])[CH:15]=2)=[CH:4][CH:3]=1, predict the reactants needed to synthesize it. The reactants are: [F:1][C:2]1[N:7]=[CH:6][C:5]([CH:8]([OH:27])[CH:9]([CH2:13][C:14]2[CH:19]=[CH:18][CH:17]=[C:16]([O:20][C:21]([F:26])([F:25])[CH:22]([F:24])[F:23])[CH:15]=2)C(O)=O)=[CH:4][CH:3]=1.C1(P(N=[N+]=[N-])(C2C=CC=CC=2)=O)C=CC=CC=1.C([N:47]([CH2:50]C)CC)C.[OH2:52]. (8) Given the product [O:22]=[C:16]1[CH:15]([N:8]2[CH2:7][C:6]3[C:10](=[CH:11][CH:12]=[CH:13][C:5]=3[CH2:4][N:3]([CH3:2])[C:32]([NH:31][C:28]3[CH:27]=[CH:26][C:25]([O:24][CH3:23])=[CH:30][CH:29]=3)=[O:33])[C:9]2=[O:14])[CH2:20][CH2:19][C:18](=[O:21])[NH:17]1, predict the reactants needed to synthesize it. The reactants are: Cl.[CH3:2][NH:3][CH2:4][C:5]1[CH:13]=[CH:12][CH:11]=[C:10]2[C:6]=1[CH2:7][N:8]([CH:15]1[CH2:20][CH2:19][C:18](=[O:21])[NH:17][C:16]1=[O:22])[C:9]2=[O:14].[CH3:23][O:24][C:25]1[CH:30]=[CH:29][C:28]([N:31]=[C:32]=[O:33])=[CH:27][CH:26]=1.C(N(C(C)C)CC)(C)C. (9) Given the product [CH2:9]([C@@H:8]1[NH:7][C:6](=[O:13])[C:15]([F:22])([F:21])[C@@H:11]1[OH:12])[CH3:10], predict the reactants needed to synthesize it. The reactants are: C(O[C:6](=[O:13])[NH:7][C@H:8]([CH:11]=[O:12])[CH2:9][CH3:10])(C)(C)C.Br[C:15]([F:22])([F:21])C(OCC)=O.S([O-])(O)(=O)=O.[K+].